Predict the reaction yield, written as a fraction of the theoretical maximum amount of product (1.0 means a 100% yield; for example, 0.34 means a 34% yield). From a dataset of Reaction yield outcomes from USPTO patents with 853,638 reactions. The reactants are [Cl:1][C:2]1[N:3]=[C:4]([C:9]([NH:11][C@H:12]2[CH2:17][CH2:16][N:15]([C:18]3[S:19][C:20]([C:23]([O:25]CC)=[O:24])=[CH:21][N:22]=3)[CH2:14][C@H:13]2[O:28][CH2:29][CH2:30][CH2:31][F:32])=[O:10])[NH:5][C:6]=1[CH2:7][CH3:8].[OH-].[Li+]. The catalyst is CO. The product is [Cl:1][C:2]1[N:3]=[C:4]([C:9]([NH:11][C@H:12]2[CH2:17][CH2:16][N:15]([C:18]3[S:19][C:20]([C:23]([OH:25])=[O:24])=[CH:21][N:22]=3)[CH2:14][C@H:13]2[O:28][CH2:29][CH2:30][CH2:31][F:32])=[O:10])[NH:5][C:6]=1[CH2:7][CH3:8]. The yield is 0.880.